Task: Predict the reactants needed to synthesize the given product.. Dataset: Full USPTO retrosynthesis dataset with 1.9M reactions from patents (1976-2016) (1) Given the product [Si:1]([O:8][CH2:9][C:10]1[N:15]=[CH:14][C:13]2[N:16]([C:28]3[S:27][C:26]([C:32]([O:34][CH3:35])=[O:33])=[C:30]([OH:31])[CH:29]=3)[CH:17]=[N:18][C:12]=2[CH:11]=1)([C:4]([CH3:7])([CH3:5])[CH3:6])([CH3:3])[CH3:2], predict the reactants needed to synthesize it. The reactants are: [Si:1]([O:8][CH2:9][C:10]1[N:15]=[CH:14][C:13]2[N:16]=[CH:17][NH:18][C:12]=2[CH:11]=1)([C:4]([CH3:7])([CH3:6])[CH3:5])([CH3:3])[CH3:2].CN1C=CN=C1.Cl[C:26]1([C:32]([O:34][CH3:35])=[O:33])[C:30](=[O:31])[CH:29]=[CH:28][S:27]1. (2) Given the product [F:26][C:27]1[CH:35]=[CH:34][C:30]([C:31]([NH:12][C:9]2[S:8][C:7]3[C:6]([C:13]4[CH:14]=[CH:15][CH:16]=[CH:17][CH:18]=4)=[CH:5][CH:4]=[C:3]([O:2][CH3:1])[C:11]=3[CH:10]=2)=[O:32])=[CH:29][CH:28]=1, predict the reactants needed to synthesize it. The reactants are: [CH3:1][O:2][C:3]1[C:11]2[CH:10]=[C:9]([NH2:12])[S:8][C:7]=2[C:6]([C:13]2[CH:18]=[CH:17][CH:16]=[CH:15][CH:14]=2)=[CH:5][CH:4]=1.C(N(CC)CC)C.[F:26][C:27]1[CH:35]=[CH:34][C:30]([C:31](Cl)=[O:32])=[CH:29][CH:28]=1. (3) Given the product [Cl-:1].[Cl-:1].[C:3](=[Zr+2:6]([CH:20]1[C:28]2[C:23](=[CH:24][CH:25]=[CH:26][CH:27]=2)[C:22]([C:64]([CH3:67])([CH3:66])[CH3:65])=[CH:21]1)[CH:7]1[C:15]2[C:10](=[CH:11][CH:12]=[CH:13][CH:14]=2)[C:9]([C:37]([CH3:44])([CH3:38])[CH3:36])=[CH:8]1)([CH3:5])[CH3:4], predict the reactants needed to synthesize it. The reactants are: [Cl-:1].[Cl-].[C:3](=[Zr+2:6]([CH:20]1[C:28]2[C:23](=[CH:24][CH:25]=[CH:26][CH:27]=2)[C:22]([Si](C)(C)C)=[CH:21]1)[CH:7]1[C:15]2[C:10](=[CH:11][CH:12]=[CH:13][CH:14]=2)[C:9]([Si](C)(C)C)=[CH:8]1)([CH3:5])[CH3:4].C[Si](C)(C)C1C2[C:38](=CC=CC=2)[CH:37]([C:44](C2C3C(=CC=CC=3)C([Si](C)(C)C)=C2)(C)C)[CH:36]=1.[Li][Li].[C:64](C1C2[C:66](=CC=CC=2)[CH:64]([C:67](C2C3C(=CC=CC=3)[C:65]([C:64](C)([CH3:67])[CH3:66])=C2)(C)C)[CH:65]=1)([CH3:67])([CH3:66])[CH3:65]. (4) Given the product [CH3:17][CH:16]([CH3:18])[CH2:15][CH2:14][N:7]1[CH:8]=[C:9]([N+:11]([O-:13])=[O:12])[CH:10]=[C:6]1[C:4]([OH:5])=[O:3], predict the reactants needed to synthesize it. The reactants are: C([O:3][C:4]([C:6]1[N:7]([CH2:14][CH2:15][CH:16]([CH3:18])[CH3:17])[CH:8]=[C:9]([N+:11]([O-:13])=[O:12])[CH:10]=1)=[O:5])C.[OH-].[Na+]. (5) Given the product [CH3:36][C:35]([CH3:37])=[CH:34][CH2:33][C:13]1[C:12]2[O:11][C:10]([C:38]3[CH:43]=[CH:42][C:41]([O:44][CH3:45])=[CH:40][CH:39]=3)=[C:9]([OH:8])[C:18](=[O:19])[C:17]=2[C:16]([OH:20])=[CH:15][C:14]=1[OH:21].[CH3:36][C:35]([CH3:37])=[CH:34][CH2:33][C:13]1[C:12]2[O:11][C:10]([C:38]3[CH:39]=[CH:40][C:41]([O:44][CH3:45])=[CH:42][CH:43]=3)=[C:9]([OH:8])[C:18](=[O:19])[C:17]=2[C:16]([OH:20])=[CH:15][C:14]=1[O:21][C@@H:22]1[O:27][C@H:26]([CH2:28][OH:29])[C@@H:25]([OH:30])[C@H:24]([OH:31])[C@H:23]1[OH:32].[CH3:1][C@H:2]1[O:7][C@@H:6]([O:8][C:9]2[C:18](=[O:19])[C:17]3[C:16]([OH:20])=[CH:15][C:14]([OH:21])=[C:13]([CH2:33][CH:34]=[C:35]([CH3:37])[CH3:36])[C:12]=3[O:11][C:10]=2[C:38]2[CH:39]=[CH:40][C:41]([O:44][CH3:45])=[CH:42][CH:43]=2)[C@@H:5]([OH:46])[C@@H:4]([OH:47])[C@@H:3]1[OH:48], predict the reactants needed to synthesize it. The reactants are: [CH3:1][C@@H:2]1[O:7][C@@H:6]([O:8][C:9]2[C:18](=[O:19])[C:17]3[C:16]([OH:20])=[CH:15][C:14]([O:21][C@@H:22]4[O:27][C@H:26]([CH2:28][OH:29])[C@@H:25]([OH:30])[C@H:24]([OH:31])[C@H:23]4[OH:32])=[C:13]([CH2:33][CH:34]=[C:35]([CH3:37])[CH3:36])[C:12]=3[O:11][C:10]=2[C:38]2[CH:39]=[CH:40][C:41]([O:44][CH3:45])=[CH:42][CH:43]=2)[C@H:5]([OH:46])[C@H:4]([OH:47])[C@H:3]1[OH:48]. (6) The reactants are: [CH3:1][O:2][C:3]1[CH:12]=[C:11]2[C:6]([C:7](=[O:31])[N:8]([CH3:30])[C:9](=[O:29])[N:10]2[CH2:13][CH2:14][N:15]2[CH2:20][CH2:19][CH:18]([NH:21]C(=O)OC(C)(C)C)[CH2:17][CH2:16]2)=[CH:5][CH:4]=1.FC(F)(F)C(O)=[O:35].NC1CCN(CCN2C3C=C(OC)C=CC=3COC2=O)CC1. Given the product [NH2:21][CH:18]1[CH2:19][CH2:20][N:15]([CH2:14][CH2:13][N:10]2[C:11]3[C:6](=[CH:5][CH:4]=[C:3]([O:2][CH3:1])[CH:12]=3)[C:7](=[O:31])[N:8]([CH3:30])[C:9]2=[O:29])[C:16](=[O:35])[CH2:17]1, predict the reactants needed to synthesize it. (7) Given the product [NH2:1][N:2]1[C:11](=[O:12])[C:10]2[C:5](=[C:6]([O:29][CH3:30])[C:7]([N:13]3[CH2:17][C@@H:16]([F:18])[C@@H:15]([C@H:19]([NH2:28])[CH2:20][O:21][C:22]4[CH:27]=[CH:26][CH:25]=[CH:24][CH:23]=4)[CH2:14]3)=[C:8]([F:47])[CH:9]=2)[N:4]([CH:31]2[CH2:32][CH2:33]2)[C:3]1=[O:34], predict the reactants needed to synthesize it. The reactants are: [NH2:1][N:2]1[C:11](=[O:12])[C:10]2[C:5](=[C:6]([O:29][CH3:30])[C:7]([N:13]3[CH2:17][C@@H:16]([F:18])[C@@H:15]([C@H:19]([NH2:28])[CH2:20][O:21][C:22]4[CH:27]=[CH:26][CH:25]=[CH:24][CH:23]=4)[CH2:14]3)=[CH:8][CH:9]=2)[N:4]([CH:31]2[CH2:33][CH2:32]2)[C:3]1=[O:34].NN1C(=O)C2C(=C(OC)C(N3C[C@H]([C@@H](N)COC4C=CC=CC=4)C(C)(C)C3)=C([F:47])C=2)N(C2CC2)C1=O. (8) Given the product [C:25](=[O:37])([O:26][CH2:27][CH2:28][N:29]([C:31]([N:7]1[C:6]2[CH:23]=[CH:24][C:3]([O:2][CH3:1])=[CH:4][C:5]=2[N:9]=[C:8]1[S@:10]([CH2:12][C:13]1[C:18]([CH3:19])=[C:17]([O:20][CH3:21])[C:16]([CH3:22])=[CH:15][N:14]=1)=[O:11])=[O:32])[CH3:30])[O:34][CH2:35][CH3:36], predict the reactants needed to synthesize it. The reactants are: [CH3:1][O:2][C:3]1[CH:24]=[CH:23][C:6]2[NH:7][C:8]([S@:10]([CH2:12][C:13]3[C:18]([CH3:19])=[C:17]([O:20][CH3:21])[C:16]([CH3:22])=[CH:15][N:14]=3)=[O:11])=[N:9][C:5]=2[CH:4]=1.[C:25](=[O:37])([O:34][CH2:35][CH3:36])[O:26][CH2:27][CH2:28][N:29]([C:31](Cl)=[O:32])[CH3:30].C(N(CC)CC)C.C(=O)(OCCN(C(N1C2C=C(OC)C=CC=2N=C1[S@](CC1C(C)=C(OC)C(C)=CN=1)=O)=O)C)OCC.